From a dataset of M1 muscarinic receptor agonist screen with 61,833 compounds. Binary Classification. Given a drug SMILES string, predict its activity (active/inactive) in a high-throughput screening assay against a specified biological target. (1) The drug is S(\C(Nc1ccccc1)=C1\C(=O)COC1=O)C. The result is 0 (inactive). (2) The compound is O=C(Nc1c(OC)cccc1OC)C1CCCN(C1)c1n2ncnc2nc(c1)CCC. The result is 0 (inactive). (3) The drug is Clc1c(CNC(=O)CSc2ncccn2)cccc1. The result is 0 (inactive).